Dataset: Cav3 T-type calcium channel HTS with 100,875 compounds. Task: Binary Classification. Given a drug SMILES string, predict its activity (active/inactive) in a high-throughput screening assay against a specified biological target. (1) The drug is S(=O)(=O)(N(Cc1ccccc1)c1ccc(OC)cc1)c1cc(ccc1)C(=O)NC=1SCCN1. The result is 1 (active). (2) The compound is S(CC(=O)NCCCN1CCN(CC1)c1ccc(F)cc1)c1c2c(n(c(=O)c1)C)cccc2. The result is 0 (inactive). (3) The drug is O=C(N1CCN(CC1)C(=O)c1ccccc1)c1cc2c(oc1=O)c(OC)ccc2. The result is 0 (inactive). (4) The result is 0 (inactive). The molecule is S(=O)(=O)(N1CCOCC1)c1cc(CC(=O)Nc2cc3OCOc3cc2)ccc1OC. (5) The drug is S(=O)(=O)(N1CCC(CC1)C(OCC)=O)c1c2c3c([nH]c(=O)c3ccc2)cc1. The result is 0 (inactive). (6) The drug is Brc1ccc(NC=2CCCC2C#N)cc1. The result is 0 (inactive). (7) The drug is S(=O)(=O)(Cc1oc(C(=O)N2CCN(CC2)c2ncccc2)cc1)c1ccc(OC)cc1. The result is 0 (inactive). (8) The drug is O=C(NC1CCN(CC1)CCC)Nc1c(cccc1)C(OC)=O. The result is 0 (inactive). (9) The molecule is S1(=O)(=O)Cc2c(sc(c2)C(=O)NCCN2CCN(CC2)c2c(c(ccc2)C)C)C1. The result is 0 (inactive). (10) The compound is O(c1c(c(NCc2cccnc2)ncc1)C#N)C. The result is 0 (inactive).